Predict hERG channel inhibition at various concentrations. From a dataset of hERG Central: cardiac toxicity at 1µM, 10µM, and general inhibition. The molecule is COc1ccc(OC)c(S(=O)(=O)Nc2cc3c(cc2N2CCCC2)n(C)c(=O)c(=O)n3C)c1. Results: hERG_inhib (hERG inhibition (general)): blocker.